This data is from Peptide-MHC class I binding affinity with 185,985 pairs from IEDB/IMGT. The task is: Regression. Given a peptide amino acid sequence and an MHC pseudo amino acid sequence, predict their binding affinity value. This is MHC class I binding data. (1) The peptide sequence is YVIKVSARV. The MHC is Patr-A0301 with pseudo-sequence Patr-A0301. The binding affinity (normalized) is 0. (2) The peptide sequence is LIPDGDGEV. The MHC is HLA-A26:01 with pseudo-sequence HLA-A26:01. The binding affinity (normalized) is 0.0847. (3) The peptide sequence is IHKPRPPAT. The MHC is HLA-A02:01 with pseudo-sequence HLA-A02:01. The binding affinity (normalized) is 0.0847. (4) The peptide sequence is LLYAHINAL. The MHC is BoLA-T2C with pseudo-sequence BoLA-T2C. The binding affinity (normalized) is 0.622.